Dataset: Forward reaction prediction with 1.9M reactions from USPTO patents (1976-2016). Task: Predict the product of the given reaction. (1) Given the reactants Cl.[N:2]1([CH2:8][CH2:9][CH2:10][O:11][C:12]2[CH:20]=[CH:19][C:15]([C:16]([Cl:18])=[O:17])=[C:14]([C:21]([F:24])([F:23])[F:22])[CH:13]=2)[CH2:7][CH2:6][CH2:5][CH2:4][CH2:3]1.[NH:25]1[CH2:30][CH2:29][CH2:28][CH2:27][CH2:26]1, predict the reaction product. The product is: [ClH:18].[F:22][C:21]([F:24])([F:23])[C:14]1[CH:13]=[C:12]([O:11][CH2:10][CH2:9][CH2:8][N:2]2[CH2:7][CH2:6][CH2:5][CH2:4][CH2:3]2)[CH:20]=[CH:19][C:15]=1[C:16]([N:25]1[CH2:30][CH2:29][CH2:28][CH2:27][CH2:26]1)=[O:17]. (2) Given the reactants [N:1]1([C:6]2[N:11]=[N:10][C:9]([CH2:12][C:13]([O:15]C)=[O:14])=[CH:8][CH:7]=2)[CH:5]=[N:4][N:3]=[N:2]1.[Li+].[OH-], predict the reaction product. The product is: [N:1]1([C:6]2[N:11]=[N:10][C:9]([CH2:12][C:13]([OH:15])=[O:14])=[CH:8][CH:7]=2)[CH:5]=[N:4][N:3]=[N:2]1. (3) The product is: [CH2:10]([N:7]1[CH2:8][CH:9]=[C:5]([CH2:4][C:3]([NH:21][OH:22])=[O:2])[C:6]1=[O:17])[C:11]1[CH:16]=[CH:15][CH:14]=[CH:13][CH:12]=1. Given the reactants C[O:2][C:3](=O)[CH2:4][C:5]1[C:6](=[O:17])[N:7]([CH2:10][C:11]2[CH:16]=[CH:15][CH:14]=[CH:13][CH:12]=2)[CH2:8][CH:9]=1.CO.[NH2:21][O:22][K].C(O)(=O)C, predict the reaction product. (4) Given the reactants [O:1]1[C:5]2[CH:6]=[CH:7][CH:8]=[CH:9][C:4]=2[CH:3]=[C:2]1[C:10]1[N:14]2[N:15]=[C:16](Cl)[CH:17]=[CH:18][C:13]2=[N:12][CH:11]=1.C(N(C(C)C)CC)(C)C.[NH2:29][CH2:30][C@H:31]([OH:33])[CH3:32], predict the reaction product. The product is: [O:1]1[C:5]2[CH:6]=[CH:7][CH:8]=[CH:9][C:4]=2[CH:3]=[C:2]1[C:10]1[N:14]2[N:15]=[C:16]([O:33][C@H:31]([CH3:32])[CH2:30][NH2:29])[CH:17]=[CH:18][C:13]2=[N:12][CH:11]=1. (5) Given the reactants CO[C:3]([C:5]1(C)[C:14](=[O:15])[C:13]2[CH:12]=[N:11][CH:10]=[C:9]([Br:16])[C:8]=2[CH2:7][CH2:6]1)=O.Cl, predict the reaction product. The product is: [Br:16][C:9]1[C:8]2[CH2:7][CH2:6][CH:5]([CH3:3])[C:14](=[O:15])[C:13]=2[CH:12]=[N:11][CH:10]=1. (6) Given the reactants [C:1]([O:4][CH2:5][C@H:6]([N:8]1[CH:17]=[CH:16][C:15]2[C:10](=[CH:11][CH:12]=[C:13]([CH:19]3[CH2:21][CH2:20]3)[C:14]=2[NH2:18])[C:9]1=[O:22])[CH3:7])(=[O:3])[CH3:2].[F:23][C:24]1[CH:25]=[C:26]([CH2:34][C:35](O)=[O:36])[CH:27]=[CH:28][C:29]=1[C:30]([F:33])([F:32])[F:31].F[P-](F)(F)(F)(F)F.C[N+](C)=C(N(C)C)ON1C2N=CC=CC=2N=N1.C(N(CC)C(C)C)(C)C.C(Cl)Cl, predict the reaction product. The product is: [C:1]([O:4][CH2:5][C@H:6]([N:8]1[CH:17]=[CH:16][C:15]2[C:10](=[CH:11][CH:12]=[C:13]([CH:19]3[CH2:20][CH2:21]3)[C:14]=2[NH:18][C:35](=[O:36])[CH2:34][C:26]2[CH:27]=[CH:28][C:29]([C:30]([F:31])([F:32])[F:33])=[C:24]([F:23])[CH:25]=2)[C:9]1=[O:22])[CH3:7])(=[O:3])[CH3:2]. (7) Given the reactants [S:1](=[O:30])(=[O:29])([O:3][CH2:4][C@H:5]1[CH2:9][C@@H:8]([NH:10][C:11]2[N:16]3[N:17]=[C:18]([C:20]4[CH:25]=[CH:24][CH:23]=[CH:22][N:21]=4)[CH:19]=[C:15]3[N:14]=[C:13](Cl)[CH:12]=2)[C@H:7]([OH:27])[C@@H:6]1[OH:28])[NH2:2], predict the reaction product. The product is: [S:1](=[O:30])(=[O:29])([O:3][CH2:4][C@H:5]1[CH2:9][C@@H:8]([NH:10][C:11]2[N:16]3[N:17]=[C:18]([C:20]4[CH:25]=[CH:24][CH:23]=[CH:22][N:21]=4)[CH:19]=[C:15]3[N:14]=[CH:13][CH:12]=2)[C@H:7]([OH:27])[C@@H:6]1[OH:28])[NH2:2]. (8) Given the reactants Cl[C:2]1[C:3](F)=[C:4]2[C:10]([NH:11][C:12]([C:14]3[CH:15]=[N:16][N:17]([CH2:19][C:20]4[CH:25]=[CH:24][N:23]=[CH:22][CH:21]=4)[CH:18]=3)=[O:13])=[CH:9][NH:8][C:5]2=[N:6][CH:7]=1.C(OC(=O)[NH:33][C@@H:34]1[CH2:39][CH2:38][CH2:37][NH:36][CH2:35]1)(C)(C)C.[CH2:41]([OH:45])CCC, predict the reaction product. The product is: [NH2:33][C@@H:34]1[CH2:39][CH2:38][CH2:37][N:36]([C:3]2[C:2]([O:45][CH3:41])=[CH:7][N:6]=[C:5]3[NH:8][CH:9]=[C:10]([NH:11][C:12]([C:14]4[CH:15]=[N:16][N:17]([CH2:19][C:20]5[CH:25]=[CH:24][N:23]=[CH:22][CH:21]=5)[CH:18]=4)=[O:13])[C:4]=23)[CH2:35]1. (9) Given the reactants [I:1]/[CH:2]=[CH:3]/[CH2:4][CH2:5][CH2:6][CH2:7][O:8][C:9]1[CH:14]=[CH:13][C:12]([CH2:15][CH2:16][C:17]2([CH2:23][OH:24])[CH2:21][O:20]C(C)=[N:18]2)=[CH:11][CH:10]=1.[ClH:25], predict the reaction product. The product is: [ClH:25].[NH2:18][C:17]([CH2:16][CH2:15][C:12]1[CH:11]=[CH:10][C:9]([O:8][CH2:7][CH2:6][CH2:5][CH2:4]/[CH:3]=[CH:2]/[I:1])=[CH:14][CH:13]=1)([CH2:23][OH:24])[CH2:21][OH:20]. (10) Given the reactants [C:1]1([C:17]2[CH:22]=[CH:21][CH:20]=[CH:19][CH:18]=2)[CH:6]=[CH:5][CH:4]=[CH:3][C:2]=1[O:7][CH2:8][CH2:9][CH2:10][N:11]1[CH2:16][CH2:15][O:14][CH2:13][CH2:12]1.[N+:23]([O-])([OH:25])=[O:24].O.[OH-].[Na+], predict the reaction product. The product is: [N+:23]([C:5]1[CH:4]=[CH:3][C:2]([O:7][CH2:8][CH2:9][CH2:10][N:11]2[CH2:12][CH2:13][O:14][CH2:15][CH2:16]2)=[C:1]([C:17]2[CH:22]=[CH:21][CH:20]=[CH:19][CH:18]=2)[CH:6]=1)([O-:25])=[O:24].